From a dataset of Catalyst prediction with 721,799 reactions and 888 catalyst types from USPTO. Predict which catalyst facilitates the given reaction. (1) Reactant: C(OC(=O)[C:5]1[C:10]([OH:11])=[CH:9][C:8]([OH:12])=[N:7][C:6]=1[C:13]([F:16])([F:15])[F:14])C.N. Product: [F:16][C:13]([F:14])([F:15])[C:6]1[N:7]=[C:8]([OH:12])[CH:9]=[C:10]([OH:11])[CH:5]=1. The catalyst class is: 33. (2) Reactant: [Cl:1][C:2]1[C:7]([C:8]([NH:10][CH2:11][CH:12]([OH:15])[CH2:13][CH3:14])=[O:9])=[CH:6][CH:5]=[C:4]([CH3:16])[N:3]=1.CC(OI1(OC(C)=O)(OC(C)=O)OC(=O)C2C=CC=CC1=2)=O. Product: [Cl:1][C:2]1[C:7]([C:8]([NH:10][CH2:11][C:12](=[O:15])[CH2:13][CH3:14])=[O:9])=[CH:6][CH:5]=[C:4]([CH3:16])[N:3]=1. The catalyst class is: 2. (3) Reactant: C1(P(C2C=CC=CC=2)(C2C=CC=CC=2)=[C:8]2[CH2:12][CH2:11][O:10][C:9]2=[O:13])C=CC=CC=1.[CH:26]([C:28]1[CH:37]=[CH:36][C:31]([C:32]([O:34][CH3:35])=[O:33])=[CH:30][CH:29]=1)=O.C(Cl)(Cl)Cl. Product: [O:13]=[C:9]1[C:8](=[CH:26][C:28]2[CH:37]=[CH:36][C:31]([C:32]([O:34][CH3:35])=[O:33])=[CH:30][CH:29]=2)[CH2:12][CH2:11][O:10]1. The catalyst class is: 16.